Task: Predict the product of the given reaction.. Dataset: Forward reaction prediction with 1.9M reactions from USPTO patents (1976-2016) The product is: [ClH:24].[F:23][C:20]1[CH:19]=[CH:18][C:17]([S:14]([CH:11]2[CH2:12][CH2:13][NH:8][CH2:9][CH2:10]2)(=[O:15])=[O:16])=[CH:22][CH:21]=1. Given the reactants C(OC([N:8]1[CH2:13][CH2:12][CH:11]([S:14]([C:17]2[CH:22]=[CH:21][C:20]([F:23])=[CH:19][CH:18]=2)(=[O:16])=[O:15])[CH2:10][CH2:9]1)=O)(C)(C)C.[ClH:24], predict the reaction product.